From a dataset of Full USPTO retrosynthesis dataset with 1.9M reactions from patents (1976-2016). Predict the reactants needed to synthesize the given product. (1) Given the product [N:33]1[CH:32]=[C:31]([CH2:30][C:25]2[C:24](=[O:23])[N:17]=[C:15]([CH2:14][CH2:13][C:10]3[CH:9]=[CH:8][C:7]([O:6][C:5]4[CH:18]=[CH:19][CH:20]=[C:3]([C:2]([F:21])([F:22])[F:1])[CH:4]=4)=[CH:12][CH:11]=3)[NH:16][CH:26]=2)[CH:36]=[N:35][CH:34]=1, predict the reactants needed to synthesize it. The reactants are: [F:1][C:2]([F:22])([F:21])[C:3]1[CH:4]=[C:5]([CH:18]=[CH:19][CH:20]=1)[O:6][C:7]1[CH:12]=[CH:11][C:10]([CH2:13][CH2:14][C:15](=[NH:17])[NH2:16])=[CH:9][CH:8]=1.[OH:23][CH:24]=[C:25]([CH2:30][C:31]1[CH:32]=[N:33][CH:34]=[N:35][CH:36]=1)[C:26](OC)=O.C([O-])(=O)C.[K+]. (2) Given the product [CH3:1][C:2]([CH3:15])([CH3:14])[CH2:3][N:4]1[C:8]2[CH:9]=[CH:10][C:11]([OH:17])=[CH:12][C:7]=2[N:6]=[N:5]1, predict the reactants needed to synthesize it. The reactants are: [CH3:1][C:2]([CH3:15])([CH3:14])[CH2:3][N:4]1[C:8]2[CH:9]=[CH:10][C:11](N)=[CH:12][C:7]=2[N:6]=[N:5]1.N([O-])=[O:17].[Na+].